This data is from Full USPTO retrosynthesis dataset with 1.9M reactions from patents (1976-2016). The task is: Predict the reactants needed to synthesize the given product. Given the product [NH2:20][C:19]1[CH:28]=[CH:29][C:16]([C:10]([C:11]([F:14])([F:12])[F:13])([OH:15])[CH:9]=[CH:8][C:5]2[CH:6]=[CH:7][C:2]([Cl:1])=[CH:3][CH:4]=2)=[CH:17][C:18]=1[CH3:30], predict the reactants needed to synthesize it. The reactants are: [Cl:1][C:2]1[CH:7]=[CH:6][C:5]([CH:8]=[CH:9][C:10]([C:16]2[CH:29]=[CH:28][C:19]([NH:20]C(=O)OC(C)(C)C)=[C:18]([CH3:30])[CH:17]=2)([OH:15])[C:11]([F:14])([F:13])[F:12])=[CH:4][CH:3]=1.FC(F)(F)C(O)=O.